Dataset: Forward reaction prediction with 1.9M reactions from USPTO patents (1976-2016). Task: Predict the product of the given reaction. (1) Given the reactants [C:1]1([CH3:10])[CH:6]=[CH:5][C:4]([C:7](Cl)=[O:8])=[CH:3][CH:2]=1.[Cl-].[Al+3].[Cl-].[Cl-].[CH2:15]([O:17][C:18]([C:20]1[C:24]([CH3:25])=[CH:23][N:22]([CH3:26])[C:21]=1[CH2:27][C:28]([O:30][CH2:31][CH3:32])=[O:29])=[O:19])[CH3:16], predict the reaction product. The product is: [CH3:26][N:22]1[C:23]([C:7]([C:4]2[CH:5]=[CH:6][C:1]([CH3:10])=[CH:2][CH:3]=2)=[O:8])=[C:24]([CH3:25])[C:20]([C:18]([O:17][CH2:15][CH3:16])=[O:19])=[C:21]1[CH2:27][C:28]([O:30][CH2:31][CH3:32])=[O:29]. (2) Given the reactants [Cl:1][C:2]1[CH:7]=[C:6]2[NH:8][C:9](=[O:32])[C:10]3([CH:15]([C:16]4[CH:21]=[CH:20][CH:19]=[C:18]([Cl:22])[CH:17]=4)[CH2:14][C:13](=[O:23])[NH:12][CH:11]3[C:24]3[CH:29]=[C:28]([F:30])[CH:27]=[CH:26][C:25]=3[CH3:31])[C:5]2=[CH:4][CH:3]=1.[CH3:33][O:34][CH:35]([Si:37]([CH3:40])([CH3:39])[CH3:38])[CH3:36].[C:41]([O:45][C:46](=[O:49])[CH2:47]Br)([CH3:44])([CH3:43])[CH3:42].C(=O)([O-])[O-].[Cs+].[Cs+].[NH4+].[Cl-], predict the reaction product. The product is: [Cl:1][C:2]1[CH:7]=[C:6]2[NH:8][C:9](=[O:32])[C:10]3([CH:15]([C:16]4[CH:21]=[CH:20][CH:19]=[C:18]([Cl:22])[CH:17]=4)[CH2:14][C:13](=[O:23])[N:12]([CH2:47][C:46]([O:45][C:41]([CH3:44])([CH3:43])[CH3:42])=[O:49])[CH:11]3[C:24]3[CH:29]=[C:28]([F:30])[CH:27]=[CH:26][C:25]=3[CH3:31])[C:5]2=[CH:4][CH:3]=1.[CH3:33][O:34][CH:35]([Si:37]([CH3:40])([CH3:39])[CH3:38])[CH3:36]. (3) Given the reactants C(OC([N:8]1[CH2:13][CH2:12][C:11]([C:15]2[CH:16]=[CH:17][C:18]([O:21][CH3:22])=[N:19][CH:20]=2)(O)[CH2:10][CH2:9]1)=O)(C)(C)C.[Br:23][C:24]1[CH:29]=[CH:28][CH:27]=[CH:26][CH:25]=1, predict the reaction product. The product is: [CH3:22][O:21][C:18]1[CH:17]=[CH:16][C:15]([C:11]2([C:27]3[CH:28]=[CH:29][C:24]([Br:23])=[CH:25][CH:26]=3)[CH2:10][CH2:9][NH:8][CH2:13][CH2:12]2)=[CH:20][N:19]=1. (4) Given the reactants [C:1]([O:5][C:6]([N:8]1[CH2:20][C@@H:19]([CH3:21])[N:18]2[C@H:10]([CH2:11][C:12]3[C:17]2=[N:16][C:15]([CH2:22]O)=[C:14]([Br:24])[CH:13]=3)[CH2:9]1)=[O:7])([CH3:4])([CH3:3])[CH3:2].C1(P(C2C=CC=CC=2)C2C=CC=CC=2)C=CC=CC=1.C(Br)(Br)(Br)[Br:45], predict the reaction product. The product is: [C:1]([O:5][C:6]([N:8]1[CH2:20][C@@H:19]([CH3:21])[N:18]2[C@H:10]([CH2:11][C:12]3[C:17]2=[N:16][C:15]([CH2:22][Br:45])=[C:14]([Br:24])[CH:13]=3)[CH2:9]1)=[O:7])([CH3:4])([CH3:3])[CH3:2]. (5) Given the reactants [Cl:1][C:2]1[CH:3]=[C:4]2[C:8](=[CH:9][CH:10]=1)[N:7]([CH2:11][C:12]([O:14]C(C)(C)C)=[O:13])[C:6]([CH3:19])=[C:5]2[C:20]1[C:29]2[C:24](=[CH:25][CH:26]=[CH:27][CH:28]=2)[C:23]([OH:30])=[N:22][N:21]=1.C(=O)([O-])[O-].[K+].[K+].[Cl:37][C:38]1[CH:45]=[CH:44][C:41]([CH2:42]Br)=[CH:40][CH:39]=1, predict the reaction product. The product is: [Cl:1][C:2]1[CH:3]=[C:4]2[C:8](=[CH:9][CH:10]=1)[N:7]([CH2:11][C:12]([OH:14])=[O:13])[C:6]([CH3:19])=[C:5]2[C:20]1[C:29]2[C:24](=[CH:25][CH:26]=[CH:27][CH:28]=2)[C:23](=[O:30])[N:22]([CH2:42][C:41]2[CH:44]=[CH:45][C:38]([Cl:37])=[CH:39][CH:40]=2)[N:21]=1. (6) Given the reactants [C:1]([C:4]1[CH:5]=[C:6]([S:12]([N:15]2[CH2:19][CH2:18][S:17][CH:16]2[C:20]([O:22][C@H:23]([C:34]2[CH:39]=[CH:38][C:37]([O:40][CH:41]([F:43])[F:42])=[C:36]([O:44][CH2:45][CH:46]3[CH2:48][CH2:47]3)[CH:35]=2)[CH2:24][C:25]2[C:30]([Cl:31])=[CH:29][N+:28]([O-:32])=[CH:27][C:26]=2[Cl:33])=[O:21])(=[O:14])=[O:13])[CH:7]=[CH:8][C:9]=1[O:10][CH3:11])(O)=[O:2].C1N=[CH:52][N:51](C(N2C=NC=C2)=O)[CH:50]=1.CNC, predict the reaction product. The product is: [Cl:31][C:30]1[CH:29]=[N+:28]([O-:32])[CH:27]=[C:26]([Cl:33])[C:25]=1[CH2:24][C@@H:23]([C:34]1[CH:39]=[CH:38][C:37]([O:40][CH:41]([F:42])[F:43])=[C:36]([O:44][CH2:45][CH:46]2[CH2:48][CH2:47]2)[CH:35]=1)[O:22][C:20]([CH:16]1[N:15]([S:12]([C:6]2[CH:7]=[CH:8][C:9]([O:10][CH3:11])=[C:4]([C:1](=[O:2])[N:51]([CH3:52])[CH3:50])[CH:5]=2)(=[O:14])=[O:13])[CH2:19][CH2:18][S:17]1)=[O:21].